This data is from TCR-epitope binding with 47,182 pairs between 192 epitopes and 23,139 TCRs. The task is: Binary Classification. Given a T-cell receptor sequence (or CDR3 region) and an epitope sequence, predict whether binding occurs between them. (1) The epitope is GTSGSPIVNR. The TCR CDR3 sequence is CASSLGTREAFF. Result: 1 (the TCR binds to the epitope). (2) The epitope is KAYNVTQAF. The TCR CDR3 sequence is CASSLGDRVGSPLHF. Result: 1 (the TCR binds to the epitope).